Dataset: Forward reaction prediction with 1.9M reactions from USPTO patents (1976-2016). Task: Predict the product of the given reaction. Given the reactants [C:1]([O:5][C:6]([NH:8][C:9]1[CH:18]=[CH:17][C:16]2[C:11](=[CH:12][CH:13]=[CH:14][CH:15]=2)[C:10]=1[C:19]1[C:20]([C:29]([OH:31])=[O:30])=[CH:21][CH:22]=[C:23]2[C:28]=1[CH:27]=[CH:26][CH:25]=[CH:24]2)=[O:7])([CH3:4])([CH3:3])[CH3:2].[H-].[Na+].[Cl-].[NH4+].[CH2:36]1COCC1, predict the reaction product. The product is: [C:1]([O:5][C:6]([N:8]([CH3:36])[C:9]1[CH:18]=[CH:17][C:16]2[C:11](=[CH:12][CH:13]=[CH:14][CH:15]=2)[C:10]=1[C:19]1[C:20]([C:29]([OH:31])=[O:30])=[CH:21][CH:22]=[C:23]2[C:28]=1[CH:27]=[CH:26][CH:25]=[CH:24]2)=[O:7])([CH3:4])([CH3:2])[CH3:3].